This data is from Catalyst prediction with 721,799 reactions and 888 catalyst types from USPTO. The task is: Predict which catalyst facilitates the given reaction. (1) Reactant: [Br-].[CH3:2][P+](C1C=CC=CC=1)(C1C=CC=CC=1)C1C=CC=CC=1.[NH2-].[Na+].[O:24]1[CH2:29][CH2:28][C:27](=[O:30])[CH2:26][CH2:25]1.[CH2:31]([O:33][C:34](=[O:39])[CH:35](Cl)[NH:36]O)[CH3:32].O. Product: [CH2:31]([O:33][C:34]([C:35]1[CH2:2][C:27]2([CH2:28][CH2:29][O:24][CH2:25][CH2:26]2)[O:30][N:36]=1)=[O:39])[CH3:32]. The catalyst class is: 876. (2) Reactant: [NH2:1][CH2:2][CH:3]([OH:6])[CH2:4][OH:5].[CH2:7]([NH:19][C:20](N1C=CN=C1)=[O:21])[CH2:8][CH2:9][CH2:10][CH2:11][CH2:12][CH2:13][CH2:14][CH2:15][CH2:16][CH2:17][CH3:18]. Product: [OH:6][CH:3]([CH2:4][OH:5])[CH2:2][NH:1][C:20]([NH:19][CH2:7][CH2:8][CH2:9][CH2:10][CH2:11][CH2:12][CH2:13][CH2:14][CH2:15][CH2:16][CH2:17][CH3:18])=[O:21]. The catalyst class is: 5.